This data is from CYP2C9 inhibition data for predicting drug metabolism from PubChem BioAssay. The task is: Regression/Classification. Given a drug SMILES string, predict its absorption, distribution, metabolism, or excretion properties. Task type varies by dataset: regression for continuous measurements (e.g., permeability, clearance, half-life) or binary classification for categorical outcomes (e.g., BBB penetration, CYP inhibition). Dataset: cyp2c9_veith. (1) The molecule is NCC[C@H]1CCC[C@H](CCN)N1. The result is 0 (non-inhibitor). (2) The molecule is CCNc1ncc2nc(C)c(=O)n(CCc3ccccc3)c2n1. The result is 0 (non-inhibitor). (3) The drug is O=C(c1cc(C(F)(F)F)cc(C(F)(F)F)c1)N1CCC2(CC1)CN(Cc1ccncc1)C2. The result is 1 (inhibitor). (4) The molecule is Cc1cccc(CNc2ccnc(-c3cccnc3)n2)c1. The result is 0 (non-inhibitor). (5) The result is 1 (inhibitor). The compound is CCOC(=O)c1c(C)[nH]c(C)c1C(=O)COC(=O)c1ccc(S(=O)(=O)N(CC)CC)cc1. (6) The drug is O=C(Oc1ccccc1)N1CCC[C@@]2(CCN(Cc3nccs3)C2)C1. The result is 0 (non-inhibitor).